This data is from Forward reaction prediction with 1.9M reactions from USPTO patents (1976-2016). The task is: Predict the product of the given reaction. (1) Given the reactants [CH3:1][O:2][C:3](=[O:12])[C:4]1[CH:9]=[C:8]([NH2:10])[C:7]([NH2:11])=[N:6][CH:5]=1.[CH:13](OCC)(OCC)[O:14]CC, predict the reaction product. The product is: [CH3:13][CH2:1][O:2][C:3]([CH3:4])=[O:12].[CH3:13][OH:14].[NH4+:6].[OH-:2].[CH3:1][O:2][C:3]([C:4]1[CH:5]=[N:6][C:7]2[N:11]=[CH:13][NH:10][C:8]=2[CH:9]=1)=[O:12]. (2) Given the reactants [CH2:1]([N:8]1[CH:12]=[C:11]([CH2:13][C@@H:14]([C:23](OCC(F)(F)F)=[O:24])[NH:15][C:16]([O:18][C:19]([CH3:22])([CH3:21])[CH3:20])=[O:17])[C:10]([N+:31]([O-:33])=O)=[N:9]1)[C:2]1[CH:7]=[CH:6][CH:5]=[CH:4][CH:3]=1, predict the reaction product. The product is: [CH2:1]([N:8]1[CH:12]=[C:11]2[C:10]([N:31]([OH:33])[C:23](=[O:24])[C@@H:14]([NH:15][C:16](=[O:17])[O:18][C:19]([CH3:21])([CH3:20])[CH3:22])[CH2:13]2)=[N:9]1)[C:2]1[CH:7]=[CH:6][CH:5]=[CH:4][CH:3]=1. (3) The product is: [Br:1][C:2]1[C:11]([CH2:12][CH2:13][CH2:14][O:15][Si:25]([C:28]([CH3:31])([CH3:30])[CH3:29])([CH3:27])[CH3:26])=[CH:10][C:9]2[C:8]([CH3:17])([CH3:16])[CH2:7][CH2:6][C:5]([CH3:19])([CH3:18])[C:4]=2[CH:3]=1. Given the reactants [Br:1][C:2]1[C:11]([CH2:12][CH2:13][CH2:14][OH:15])=[CH:10][C:9]2[C:8]([CH3:17])([CH3:16])[CH2:7][CH2:6][C:5]([CH3:19])([CH3:18])[C:4]=2[CH:3]=1.N1C=CN=C1.[Si:25](Cl)([C:28]([CH3:31])([CH3:30])[CH3:29])([CH3:27])[CH3:26], predict the reaction product. (4) Given the reactants C(Cl)(=O)C(Cl)=O.[CH3:7][N:8]([CH:10]=[O:11])C.[Cl:12][C:13]1[S:17][C:16]([C:18]2[N:19]=[C:20]([N:27]3[C:35]4[C:30](=[CH:31][CH:32]=[C:33]([O:36][CH2:37]C(O)=O)[CH:34]=4)[CH2:29][CH2:28]3)[C:21]3[CH2:26][CH2:25][CH2:24][C:22]=3[N:23]=2)=[CH:15][CH:14]=1.CNC, predict the reaction product. The product is: [Cl:12][C:13]1[S:17][C:16]([C:18]2[N:19]=[C:20]([N:27]3[C:35]4[C:30](=[CH:31][CH:32]=[C:33]([O:36][CH2:37][C:10]([NH:8][CH3:7])=[O:11])[CH:34]=4)[CH2:29][CH2:28]3)[C:21]3[CH2:26][CH2:25][CH2:24][C:22]=3[N:23]=2)=[CH:15][CH:14]=1. (5) Given the reactants O=P(Cl)(Cl)[Cl:3].[CH3:6][N:7]1[CH:11]=[CH:10][CH:9]=[C:8]1[C:12]([O:14][CH3:15])=[O:13].[CH3:16][N+:17]([CH3:20])=[CH:18][Cl:19].[Cl-].[C:22]([O-])(O)=[O:23].[Na+], predict the reaction product. The product is: [CH3:16][N+:17]([CH3:20])=[CH:18][Cl:19].[Cl-:3].[CH:22]([C:11]1[N:7]([CH3:6])[C:8]([C:12]([O:14][CH3:15])=[O:13])=[CH:9][CH:10]=1)=[O:23]. (6) The product is: [ClH:1].[CH3:2][N:3]([CH3:17])[CH2:4][C@@H:5]1[CH2:10][CH2:9][CH2:8][CH2:7][C@@H:6]1[C:11]1[CH:12]=[N:13][CH:14]=[CH:15][CH:16]=1. Given the reactants [ClH:1].[CH3:2][N:3]([CH3:17])[CH2:4][CH:5]1[CH2:10][CH2:9][CH2:8][CH:7]=[C:6]1[C:11]1[CH:12]=[N:13][CH:14]=[CH:15][CH:16]=1, predict the reaction product. (7) The product is: [N:15]1([C:21]2[N:26]=[CH:25][C:24]([NH:27][C:12]([C:10]3[N:11]=[C:7]([C:1]4[CH:2]=[CH:3][CH:4]=[CH:5][CH:6]=4)[S:8][CH:9]=3)=[O:14])=[CH:23][CH:22]=2)[CH2:20][CH2:19][O:18][CH2:17][CH2:16]1. Given the reactants [C:1]1([C:7]2[S:8][CH:9]=[C:10]([C:12]([OH:14])=O)[N:11]=2)[CH:6]=[CH:5][CH:4]=[CH:3][CH:2]=1.[N:15]1([C:21]2[N:26]=[CH:25][C:24]([NH2:27])=[CH:23][CH:22]=2)[CH2:20][CH2:19][O:18][CH2:17][CH2:16]1, predict the reaction product.